Dataset: Reaction yield outcomes from USPTO patents with 853,638 reactions. Task: Predict the reaction yield, written as a fraction of the theoretical maximum amount of product (1.0 means a 100% yield; for example, 0.34 means a 34% yield). (1) The reactants are [C:1]([OH:5])([CH3:4])([CH3:3])[CH3:2].[Cl:6][CH2:7][CH2:8][CH2:9][C:10](Cl)=[O:11].C([O-])(O)=O.[Na+]. The catalyst is CN(C)C1C=CN=CC=1.N1C=CC=CC=1. The product is [Cl:6][CH2:7][CH2:8][CH2:9][C:10]([O:5][C:1]([CH3:4])([CH3:3])[CH3:2])=[O:11]. The yield is 0.950. (2) The reactants are [CH3:1][Si](C=[N+]=[N-])(C)C.[C:8]([C:10]1[CH:18]=[CH:17][C:13]([C:14]([OH:16])=[O:15])=[C:12]([O:19][CH2:20][CH3:21])[CH:11]=1)#[N:9]. The catalyst is C1C=CC=CC=1.CO. The product is [C:8]([C:10]1[CH:18]=[CH:17][C:13]([C:14]([O:16][CH3:1])=[O:15])=[C:12]([O:19][CH2:20][CH3:21])[CH:11]=1)#[N:9]. The yield is 0.710. (3) The reactants are [N+:1]([O-:4])(O)=[O:2].C(OC(=O)C)(=O)C.[OH:12][C:13]1[C:20]([CH2:21][CH2:22][CH3:23])=[CH:19][CH:18]=[CH:17][C:14]=1[CH:15]=[O:16].C(=O)(O)[O-].[Na+]. No catalyst specified. The product is [OH:12][C:13]1[C:20]([CH2:21][CH2:22][CH3:23])=[CH:19][C:18]([N+:1]([O-:4])=[O:2])=[CH:17][C:14]=1[CH:15]=[O:16]. The yield is 0.662. (4) The reactants are Br[C:2]1[N:6]2[C:7](=[O:22])[CH:8]=[C:9]([CH2:11][N:12]([CH2:20][CH3:21])[C:13]3[CH:18]=[CH:17][C:16]([F:19])=[CH:15][CH:14]=3)[N:10]=[C:5]2[S:4][C:3]=1[CH3:23].[N:24]1[CH:29]=[C:28](B(O)O)[CH:27]=[N:26][CH:25]=1.C(=O)([O-])[O-].[Na+].[Na+]. The catalyst is C(#N)C.O.C1C=CC(P(C2C=CC=CC=2)[C-]2C=CC=C2)=CC=1.C1C=CC(P(C2C=CC=CC=2)[C-]2C=CC=C2)=CC=1.Cl[Pd]Cl.[Fe+2]. The product is [CH2:20]([N:12]([CH2:11][C:9]1[N:10]=[C:5]2[S:4][C:3]([CH3:23])=[C:2]([C:28]3[CH:29]=[N:24][CH:25]=[N:26][CH:27]=3)[N:6]2[C:7](=[O:22])[CH:8]=1)[C:13]1[CH:18]=[CH:17][C:16]([F:19])=[CH:15][CH:14]=1)[CH3:21]. The yield is 0.300. (5) The reactants are O.[OH-].[Li+].C[O:5][C:6](=[O:37])[CH2:7][C:8]1[C:17]([CH3:18])=[C:16]([C:19]2[CH:24]=[CH:23][C:22]([S:25]([C:28]3[C:33]([F:34])=[CH:32][CH:31]=[CH:30][C:29]=3[F:35])(=[O:27])=[O:26])=[CH:21][CH:20]=2)[C:15]2[C:10](=[CH:11][CH:12]=[C:13]([Cl:36])[CH:14]=2)[CH:9]=1. The catalyst is C1COCC1.O. The product is [Cl:36][C:13]1[CH:14]=[C:15]2[C:10](=[CH:11][CH:12]=1)[CH:9]=[C:8]([CH2:7][C:6]([OH:37])=[O:5])[C:17]([CH3:18])=[C:16]2[C:19]1[CH:20]=[CH:21][C:22]([S:25]([C:28]2[C:29]([F:35])=[CH:30][CH:31]=[CH:32][C:33]=2[F:34])(=[O:27])=[O:26])=[CH:23][CH:24]=1. The yield is 0.930.